Predict the product of the given reaction. From a dataset of Forward reaction prediction with 1.9M reactions from USPTO patents (1976-2016). Given the reactants [Br:1][C:2]1[C:7](N)=[CH:6][C:5]([Cl:9])=[CH:4][N:3]=1.[ClH:10].N([O-])=[O:12].[Na+].[S:15]([Cl:18])(Cl)=[O:16], predict the reaction product. The product is: [Br:1][C:2]1[C:7]([S:15]([Cl:18])(=[O:16])=[O:12])=[CH:6][C:5]([Cl:9])=[CH:4][N:3]=1.[Cl:10][C:2]1[C:7]([S:15]([Cl:18])(=[O:16])=[O:12])=[CH:6][C:5]([Cl:9])=[CH:4][N:3]=1.